This data is from Forward reaction prediction with 1.9M reactions from USPTO patents (1976-2016). The task is: Predict the product of the given reaction. (1) The product is: [CH2:1]([N:8]1[CH2:13][CH2:12][CH2:11][CH2:10][CH:9]1[CH2:14][N:25]1[N:26]=[N:27][C:23]([C:20]2[CH:21]=[CH:22][C:17]([F:16])=[CH:18][CH:19]=2)=[N:24]1)[C:2]1[CH:7]=[CH:6][CH:5]=[CH:4][CH:3]=1. Given the reactants [CH2:1]([N:8]1[CH2:13][CH2:12][CH2:11][CH2:10][CH:9]1[CH2:14]Br)[C:2]1[CH:7]=[CH:6][CH:5]=[CH:4][CH:3]=1.[F:16][C:17]1[CH:22]=[CH:21][C:20]([C:23]2[N:24]=[N:25][NH:26][N:27]=2)=[CH:19][CH:18]=1.C(=O)([O-])[O-].[K+].[K+].C(N(C(C)C)CC)(C)C, predict the reaction product. (2) Given the reactants [CH:1]1([CH:7]([NH:18][C:19]2[CH:20]=[CH:21][C:22]([C:25]([O:27]C)=[O:26])=[N:23][CH:24]=2)[C:8]2[S:9][C:10]3[CH:17]=[CH:16][CH:15]=[CH:14][C:11]=3[C:12]=2[CH3:13])[CH2:6][CH2:5][CH2:4][CH2:3][CH2:2]1.C(O)C.[OH-].[Na+], predict the reaction product. The product is: [CH:1]1([CH:7]([NH:18][C:19]2[CH:20]=[CH:21][C:22]([C:25]([OH:27])=[O:26])=[N:23][CH:24]=2)[C:8]2[S:9][C:10]3[CH:17]=[CH:16][CH:15]=[CH:14][C:11]=3[C:12]=2[CH3:13])[CH2:6][CH2:5][CH2:4][CH2:3][CH2:2]1. (3) Given the reactants [CH2:1]([NH:3][C:4](=[O:36])[NH:5][C:6]1[CH:11]=[CH:10][C:9]([C:12]2[N:13]=[C:14]([N:29]3[CH2:34][CH2:33][O:32][CH2:31][C@@H:30]3[CH3:35])[C:15]3[CH2:21][CH2:20][N:19](C(OC(C)(C)C)=O)[CH2:18][C:16]=3[N:17]=2)=[CH:8][CH:7]=1)C.CNC(NC1C=CC(B2OC(C)(C)C(C)(C)O2)=CC=1)=O.ClC1N=C(N2CCOC[C@@H]2C)C2CCN(C(OC(C)(C)C)=O)CC=2N=1, predict the reaction product. The product is: [CH3:1][NH:3][C:4]([NH:5][C:6]1[CH:7]=[CH:8][C:9]([C:12]2[N:13]=[C:14]([N:29]3[CH2:34][CH2:33][O:32][CH2:31][C@@H:30]3[CH3:35])[C:15]3[CH2:21][CH2:20][NH:19][CH2:18][C:16]=3[N:17]=2)=[CH:10][CH:11]=1)=[O:36]. (4) Given the reactants [Br:1][C:2]1[CH:7]=[CH:6][C:5]([C:8]([C:10]2[C:14]3[CH:15]=[CH:16][CH:17]=[CH:18][C:13]=3[O:12][C:11]=2[CH2:19][CH2:20][CH2:21][CH3:22])=O)=[CH:4][CH:3]=1.[BH4-].[Na+].C([SiH](CC)CC)C.FC(F)(F)C(O)=O, predict the reaction product. The product is: [Br:1][C:2]1[CH:7]=[CH:6][C:5]([CH2:8][C:10]2[C:14]3[CH:15]=[CH:16][CH:17]=[CH:18][C:13]=3[O:12][C:11]=2[CH2:19][CH2:20][CH2:21][CH3:22])=[CH:4][CH:3]=1. (5) Given the reactants O=P12OP3(OP(OP(O3)(O1)=O)(=O)O2)=O.[CH2:15]([O:17][C:18](=[O:29])[CH2:19][NH:20][C:21](=O)[CH2:22][CH2:23][C:24]([O:26][CH3:27])=[O:25])[CH3:16], predict the reaction product. The product is: [CH2:15]([O:17][C:18]1[O:29][C:21]([CH2:22][CH2:23][C:24]([O:26][CH3:27])=[O:25])=[N:20][CH:19]=1)[CH3:16].